Predict the reaction yield, written as a fraction of the theoretical maximum amount of product (1.0 means a 100% yield; for example, 0.34 means a 34% yield). From a dataset of Reaction yield outcomes from USPTO patents with 853,638 reactions. (1) The reactants are Br[C:2]1[C:3]([Cl:9])=[N:4][C:5]([Cl:8])=[N:6][CH:7]=1.C([Mg]Cl)(C)C.[C:15]([Si:19]([CH3:34])([CH3:33])[O:20][C:21]1[C:22]([O:31][CH3:32])=[C:23]([C:26]([F:30])=[C:27]([F:29])[CH:28]=1)[CH:24]=[O:25])([CH3:18])([CH3:17])[CH3:16].[Cl-].[NH4+]. The catalyst is O1CCCC1.O.C(OCC)(=O)C. The product is [C:15]([Si:19]([CH3:34])([CH3:33])[O:20][C:21]1[C:22]([O:31][CH3:32])=[C:23]([CH:24]([C:2]2[C:3]([Cl:9])=[N:4][C:5]([Cl:8])=[N:6][CH:7]=2)[OH:25])[C:26]([F:30])=[C:27]([F:29])[CH:28]=1)([CH3:18])([CH3:17])[CH3:16]. The yield is 0.650. (2) The reactants are C([N:8]1[CH2:13][CH2:12][C:11]([CH2:23][NH:24][C:25](=[O:30])[C:26]([F:29])([F:28])[F:27])([N:14]2[CH2:19][CH2:18][N:17]([CH:20]3[CH2:22][CH2:21]3)[CH2:16][CH2:15]2)[CH2:10][CH2:9]1)C1C=CC=CC=1.C(O)(=O)C.[H][H]. The catalyst is CO.[OH-].[OH-].[Pd+2]. The product is [CH:20]1([N:17]2[CH2:18][CH2:19][N:14]([C:11]3([CH2:23][NH:24][C:25](=[O:30])[C:26]([F:27])([F:29])[F:28])[CH2:12][CH2:13][NH:8][CH2:9][CH2:10]3)[CH2:15][CH2:16]2)[CH2:21][CH2:22]1. The yield is 0.900.